This data is from Forward reaction prediction with 1.9M reactions from USPTO patents (1976-2016). The task is: Predict the product of the given reaction. Given the reactants [NH2:1][C:2]1[C:3]([NH2:18])=[C:4]([CH:9]=[C:10]([N:12]2[CH2:17][CH2:16][O:15][CH2:14][CH2:13]2)[N:11]=1)[C:5]([O:7][CH3:8])=[O:6].[CH3:19][C:20](O)=O, predict the reaction product. The product is: [CH3:19][C:20]1[NH:1][C:2]2=[N:11][C:10]([N:12]3[CH2:17][CH2:16][O:15][CH2:14][CH2:13]3)=[CH:9][C:4]([C:5]([O:7][CH3:8])=[O:6])=[C:3]2[N:18]=1.